Dataset: Catalyst prediction with 721,799 reactions and 888 catalyst types from USPTO. Task: Predict which catalyst facilitates the given reaction. (1) Reactant: C([O-])([O-])=O.[K+].[K+].Cl.[N:8](=[CH:16][CH2:17]Cl)[CH2:9][CH2:10][CH2:11][CH2:12][CH2:13][CH2:14]Cl.[C:19]([O:27][CH2:28][CH2:29][CH2:30][C:31]1[CH:40]=[CH:39][C:34]2[NH:35][C:36](=[O:38])[S:37][C:33]=2[CH:32]=1)(=[O:26])[C:20]1[CH:25]=[CH:24][CH:23]=[CH:22][CH:21]=1.O. Product: [C:19]([O:27][CH2:28][CH2:29][CH2:30][C:31]1[CH:40]=[CH:39][C:34]2[N:35]([CH2:17][CH2:16][N:8]3[CH2:14][CH2:13][CH2:12][CH2:11][CH2:10][CH2:9]3)[C:36](=[O:38])[S:37][C:33]=2[CH:32]=1)(=[O:26])[C:20]1[CH:21]=[CH:22][CH:23]=[CH:24][CH:25]=1. The catalyst class is: 3. (2) Reactant: Cl.[CH3:2][NH:3][O:4][CH3:5].C(=O)([O-])[O-].[K+].[K+].[CH3:12][O:13][CH2:14][C:15](Cl)=[O:16]. Product: [CH3:5][O:4][N:3]([CH3:2])[C:15](=[O:16])[CH2:14][O:13][CH3:12]. The catalyst class is: 10. (3) Product: [CH2:21]([N:28]1[C:36]2[C:31](=[C:32]([NH:37][C:12]([C:9]3[N:7]4[CH:8]=[C:3]([O:2][CH3:1])[CH:4]=[CH:5][C:6]4=[N:11][CH:10]=3)=[O:14])[CH:33]=[CH:34][CH:35]=2)[CH:30]=[N:29]1)[C:22]1[CH:23]=[CH:24][CH:25]=[CH:26][CH:27]=1. The catalyst class is: 59. Reactant: [CH3:1][O:2][C:3]1[CH:4]=[CH:5][C:6]2[N:7]([C:9]([C:12]([OH:14])=O)=[CH:10][N:11]=2)[CH:8]=1.C(Cl)(=O)C(Cl)=O.[CH2:21]([N:28]1[C:36]2[CH:35]=[CH:34][CH:33]=[C:32]([NH2:37])[C:31]=2[CH:30]=[N:29]1)[C:22]1[CH:27]=[CH:26][CH:25]=[CH:24][CH:23]=1.CCN(C(C)C)C(C)C. (4) Reactant: C([O:3][C:4](=[O:24])[CH2:5][C@H:6]1[O:10][B:9]([OH:11])[C:8]2[CH:12]=[C:13]([O:17][C:18]3[CH:23]=[N:22][CH:21]=[CH:20][N:19]=3)[CH:14]=[C:15]([CH3:16])[C:7]1=2)C.[Li+].[OH-].Cl. Product: [OH:11][B:9]1[C:8]2[CH:12]=[C:13]([O:17][C:18]3[CH:23]=[N:22][CH:21]=[CH:20][N:19]=3)[CH:14]=[C:15]([CH3:16])[C:7]=2[C@@H:6]([CH2:5][C:4]([OH:24])=[O:3])[O:10]1. The catalyst class is: 24. (5) Reactant: [CH2:1]([N:8]1[C:12]2[CH:13]=[C:14](Cl)[C:15]3[N:16]([C:17]([CH3:20])=[N:18][N:19]=3)[C:11]=2[CH:10]=[C:9]1[CH3:22])[C:2]1[CH:7]=[CH:6][CH:5]=[CH:4][CH:3]=1.[CH3:23][N:24]1[CH2:29][CH2:28][CH2:27][CH:26]([NH2:30])[CH2:25]1.CC(C)([O-])C.[Na+].CC1(C)C2C=CC=C(P(C3C=CC=CC=3)C3C=CC=CC=3)C=2OC2C1=CC=CC=2P(C1C=CC=CC=1)C1C=CC=CC=1. Product: [CH2:1]([N:8]1[C:12]2[CH:13]=[C:14]([NH:30][CH:26]3[CH2:27][CH2:28][CH2:29][N:24]([CH3:23])[CH2:25]3)[C:15]3[N:16]([C:17]([CH3:20])=[N:18][N:19]=3)[C:11]=2[CH:10]=[C:9]1[CH3:22])[C:2]1[CH:7]=[CH:6][CH:5]=[CH:4][CH:3]=1. The catalyst class is: 101. (6) Reactant: C1([C:4]2[CH:5]=[C:6]3[C:10](=[C:11]([CH:13]([O:15][CH2:16][C:17]4([C:23]5[CH:28]=[CH:27][C:26]([F:29])=[CH:25][CH:24]=5)[CH2:22][CH2:21][NH:20][CH2:19][CH2:18]4)[CH3:14])[CH:12]=2)[NH:9][N:8]=[CH:7]3)CC1.[C:30]([BH3-])#[N:31].[Na+].C=O.[C:36](O)(=O)C. Product: [F:29][C:26]1[CH:25]=[CH:24][C:23]([C:17]2([CH2:16][O:15][CH:13]([C:11]3[CH:12]=[C:4]([C:30]#[N:31])[CH:5]=[C:6]4[C:10]=3[NH:9][N:8]=[CH:7]4)[CH3:14])[CH2:22][CH2:21][N:20]([CH3:36])[CH2:19][CH2:18]2)=[CH:28][CH:27]=1. The catalyst class is: 477. (7) Product: [F:29][C:26]1[CH:25]=[CH:24][C:23]([C:21]2[N:20]=[C:19]([N:30]3[CH2:34][CH2:33][CH2:32][CH:31]3[CH3:35])[N:18]=[C:17]([N:14]3[CH2:15][CH2:16][N:11]([C:7]4[N:6]=[CH:5][C:4]([CH2:3][OH:2])=[CH:9][C:8]=4[CH3:10])[CH2:12][C@H:13]3[CH3:36])[CH:22]=2)=[CH:28][CH:27]=1. The catalyst class is: 2. Reactant: C[O:2][C:3](=O)[C:4]1[CH:9]=[C:8]([CH3:10])[C:7]([N:11]2[CH2:16][CH2:15][N:14]([C:17]3[CH:22]=[C:21]([C:23]4[CH:28]=[CH:27][C:26]([F:29])=[CH:25][CH:24]=4)[N:20]=[C:19]([N:30]4[CH2:34][CH2:33][CH2:32][CH:31]4[CH3:35])[N:18]=3)[C@H:13]([CH3:36])[CH2:12]2)=[N:6][CH:5]=1.[H-].C([Al+]CC(C)C)C(C)C. (8) Reactant: [CH3:1][S:2]([N:5]1[CH2:10][CH2:9][CH2:8][C@H:7]([NH:11][C:12]2[C:17]([C:18]3[N:19]=[C:20]4[CH:26]=[CH:25][N:24](COCC[Si](C)(C)C)[C:21]4=[N:22][CH:23]=3)=[CH:16][N:15]=[CH:14][N:13]=2)[CH2:6]1)(=[O:4])=[O:3]. Product: [CH3:1][S:2]([N:5]1[CH2:10][CH2:9][CH2:8][C@H:7]([NH:11][C:12]2[C:17]([C:18]3[N:19]=[C:20]4[CH:26]=[CH:25][NH:24][C:21]4=[N:22][CH:23]=3)=[CH:16][N:15]=[CH:14][N:13]=2)[CH2:6]1)(=[O:4])=[O:3]. The catalyst class is: 330. (9) Reactant: O[CH2:2][C:3]1[S:7][C:6]([C:8]2[NH:9][C:10]3[C:15]([CH:16]=2)=[CH:14][CH:13]=[CH:12][C:11]=3[N:17]([CH3:26])[S:18]([C:21]2[S:22][CH:23]=[CH:24][CH:25]=2)(=[O:20])=[O:19])=[N:5][CH:4]=1.S(Cl)([Cl:29])=O.O1CCCC1. Product: [Cl:29][CH2:2][C:3]1[S:7][C:6]([C:8]2[NH:9][C:10]3[C:15]([CH:16]=2)=[CH:14][CH:13]=[CH:12][C:11]=3[N:17]([CH3:26])[S:18]([C:21]2[S:22][CH:23]=[CH:24][CH:25]=2)(=[O:20])=[O:19])=[N:5][CH:4]=1. The catalyst class is: 35. (10) Reactant: [F:1][C:2]1[CH:7]=[C:6]([N+:8]([O-])=O)[CH:5]=[CH:4][C:3]=1[N:11]1[CH2:16][CH2:15][CH2:14][CH:13]([CH2:17][C:18]([N:20]2[CH:25]3[CH2:26][CH2:27][CH:21]2[CH2:22][CH:23]([OH:28])[CH2:24]3)=[O:19])[CH2:12]1. Product: [NH2:8][C:6]1[CH:5]=[CH:4][C:3]([N:11]2[CH2:16][CH2:15][CH2:14][CH:13]([CH2:17][C:18]([N:20]3[CH:21]4[CH2:27][CH2:26][CH:25]3[CH2:24][CH:23]([OH:28])[CH2:22]4)=[O:19])[CH2:12]2)=[C:2]([F:1])[CH:7]=1. The catalyst class is: 19.